Dataset: Full USPTO retrosynthesis dataset with 1.9M reactions from patents (1976-2016). Task: Predict the reactants needed to synthesize the given product. (1) Given the product [OH:1][C:2]1[C:11]([C:12](=[O:22])[CH2:13][CH2:14][C:15]2[CH:20]=[CH:19][C:18]([OH:21])=[CH:17][CH:16]=2)=[C:10]([O:23][CH3:24])[CH:9]=[C:8]2[C:3]=1[CH2:4][CH2:5][C:6]([CH3:26])([CH3:25])[O:7]2, predict the reactants needed to synthesize it. The reactants are: [OH:1][C:2]1[C:11]([C:12](=[O:22])/[CH:13]=[CH:14]/[C:15]2[CH:20]=[CH:19][C:18]([OH:21])=[CH:17][CH:16]=2)=[C:10]([O:23][CH3:24])[CH:9]=[C:8]2[C:3]=1[CH2:4][CH2:5][C:6]([CH3:26])([CH3:25])[O:7]2.[H][H]. (2) Given the product [CH2:38]([C:35]1[N:34]=[C:33]([CH2:32][N:7]2[C:6]3[CH:8]=[C:9]([C:11]4[CH:16]=[CH:15][CH:14]=[CH:13][CH:12]=4)[S:10][C:5]=3[C:4](=[O:17])[N:3]([CH:18]3[CH2:23][CH2:22][N:21]([C:24]([O:26][C:27]([CH3:30])([CH3:29])[CH3:28])=[O:25])[CH2:20][CH2:19]3)[C:2]2=[O:1])[O:37][N:36]=1)[CH3:39], predict the reactants needed to synthesize it. The reactants are: [O:1]=[C:2]1[NH:7][C:6]2[CH:8]=[C:9]([C:11]3[CH:16]=[CH:15][CH:14]=[CH:13][CH:12]=3)[S:10][C:5]=2[C:4](=[O:17])[N:3]1[CH:18]1[CH2:23][CH2:22][N:21]([C:24]([O:26][C:27]([CH3:30])([CH3:29])[CH3:28])=[O:25])[CH2:20][CH2:19]1.Cl[CH2:32][C:33]1[O:37][N:36]=[C:35]([CH2:38][CH3:39])[N:34]=1.C(=O)([O-])[O-].[K+].[K+].